Dataset: Reaction yield outcomes from USPTO patents with 853,638 reactions. Task: Predict the reaction yield, written as a fraction of the theoretical maximum amount of product (1.0 means a 100% yield; for example, 0.34 means a 34% yield). The reactants are [C:1]([N:5]1[C:9]([C:10]([F:13])([F:12])[F:11])=[C:8]([C:14]([OH:16])=O)[CH:7]=[N:6]1)([CH3:4])([CH3:3])[CH3:2].C(N(C(C)C)CC)(C)C.[B-](F)(F)(F)F.CN(C(O[N:39]1[C:44](=O)[CH2:43][CH2:42][C:40]1=[O:41])=[N+](C)C)C.[CH:46]12[CH2:55]C3CC(C[CH:48]([CH2:49]3)[CH:47]1N)[CH2:53]2. The product is [OH:41][C:40]12[CH2:49][CH:48]3[CH2:47][CH:46]([CH2:55][CH:43]([CH:44]3[NH:39][C:14]([C:8]3[CH:7]=[N:6][N:5]([C:1]([CH3:2])([CH3:3])[CH3:4])[C:9]=3[C:10]([F:11])([F:12])[F:13])=[O:16])[CH2:42]1)[CH2:53]2. The yield is 0.320. The catalyst is CN(C)C=O.C(Cl)Cl.